Dataset: Catalyst prediction with 721,799 reactions and 888 catalyst types from USPTO. Task: Predict which catalyst facilitates the given reaction. (1) Reactant: [Br:1][C:2]1[CH:14]=[CH:13][C:12]([C:15](=[O:17])[NH2:16])=[C:11]2[C:3]=1[C:4]1[CH2:5][CH2:6][CH:7]([C:18]([O:20][CH2:21][CH3:22])=[O:19])[CH2:8][C:9]=1[NH:10]2.ClC1C(=O)C(C#N)=C(C#N)C(=O)C=1Cl. Product: [Br:1][C:2]1[CH:14]=[CH:13][C:12]([C:15](=[O:17])[NH2:16])=[C:11]2[C:3]=1[C:4]1[CH:5]=[CH:6][C:7]([C:18]([O:20][CH2:21][CH3:22])=[O:19])=[CH:8][C:9]=1[NH:10]2. The catalyst class is: 11. (2) Reactant: C[O:2][C:3](=[O:36])[CH2:4][O:5][C:6]1[CH:11]=[C:10]([Cl:12])[C:9]([C:13]2[NH:17][C:16]3[CH:18]=[C:19]([C:22](=[O:34])[NH:23][C:24]4[CH:33]=[CH:32][C:31]5[C:26](=[CH:27][CH:28]=[CH:29][CH:30]=5)[N:25]=4)[CH:20]=[CH:21][C:15]=3[N:14]=2)=[C:8]([Cl:35])[CH:7]=1.[OH-].[Na+].Cl. Product: [Cl:35][C:8]1[CH:7]=[C:6]([CH:11]=[C:10]([Cl:12])[C:9]=1[C:13]1[NH:17][C:16]2[CH:18]=[C:19]([C:22](=[O:34])[NH:23][C:24]3[CH:33]=[CH:32][C:31]4[C:26](=[CH:27][CH:28]=[CH:29][CH:30]=4)[N:25]=3)[CH:20]=[CH:21][C:15]=2[N:14]=1)[O:5][CH2:4][C:3]([OH:36])=[O:2]. The catalyst class is: 5. (3) Reactant: [Cl:1][C:2]1[CH:3]=[C:4](B(O)O)[CH:5]=[CH:6][CH:7]=1.Br[C:12]1[S:16][C:15]([C:17]([O:19]CC)=[O:18])=[N:14][C:13]=1[C:22]1[CH:27]=[CH:26][C:25]([F:28])=[C:24]([C:29]#[N:30])[CH:23]=1.C(=O)(O)[O-].[Na+]. Product: [Cl:1][C:2]1[CH:3]=[C:4]([C:12]2[S:16][C:15]([C:17]([OH:19])=[O:18])=[N:14][C:13]=2[C:22]2[CH:27]=[CH:26][C:25]([F:28])=[C:24]([C:29]#[N:30])[CH:23]=2)[CH:5]=[CH:6][CH:7]=1. The catalyst class is: 108. (4) Reactant: O.[Cl:2][C:3]1[N:21]=[CH:20][CH:19]=[CH:18][C:4]=1[C:5]([CH:7](C(OCC)=O)C(OCC)=O)=[O:6].Cl. Product: [Cl:2][C:3]1[C:4]([C:5](=[O:6])[CH3:7])=[CH:18][CH:19]=[CH:20][N:21]=1. The catalyst class is: 16. (5) Reactant: [CH2:1](N(CC)CC)C.C[Si](C)(C)Cl.[CH:13]1([C:19]2[CH:43]=[CH:42][C:22]([C:23]([NH:25][C:26]3[CH:30]=[CH:29][S:28][C:27]=3[C:31]([NH:33][CH2:34][CH2:35][CH:36]3[CH2:41][CH2:40]O[CH2:38][CH2:37]3)=[O:32])=O)=[CH:21][CH:20]=2)[CH2:18][CH2:17][CH2:16][CH2:15][CH2:14]1. Product: [CH:36]1([CH2:35][CH2:34][N:33]2[C:31](=[O:32])[C:27]3[S:28][CH:29]=[CH:30][C:26]=3[N:25]=[C:23]2[C:22]2[CH:42]=[CH:43][C:19]([CH:13]3[CH2:18][CH2:17][CH2:16][CH2:15][CH2:14]3)=[CH:20][CH:21]=2)[CH2:41][CH2:40][CH2:1][CH2:38][CH2:37]1. The catalyst class is: 10.